Dataset: Reaction yield outcomes from USPTO patents with 853,638 reactions. Task: Predict the reaction yield, written as a fraction of the theoretical maximum amount of product (1.0 means a 100% yield; for example, 0.34 means a 34% yield). (1) The reactants are [OH:1][CH:2]([C:11]1[CH:16]=[CH:15][CH:14]=[CH:13][CH:12]=1)[CH2:3][NH:4][C:5](=[O:10])[CH2:6][CH2:7][C:8]#[CH:9].C1C=C[NH+]=CC=1.[O-][Cr](Cl)(=O)=O. The catalyst is C(Cl)Cl. The product is [O:1]=[C:2]([C:11]1[CH:12]=[CH:13][CH:14]=[CH:15][CH:16]=1)[CH2:3][NH:4][C:5](=[O:10])[CH2:6][CH2:7][C:8]#[CH:9]. The yield is 0.950. (2) The reactants are Cl.[F:2][C:3]1[CH:8]=[CH:7][C:6]([NH:9][CH:10]([C:14]2[CH:19]=[CH:18][CH:17]=[CH:16][CH:15]=2)[C:11]([OH:13])=[O:12])=[CH:5][CH:4]=1.[N:20]12[CH2:27][CH2:26][CH:23]([CH2:24][CH2:25]1)[C@@H:22](O)[CH2:21]2.C1C=CC2N(O)N=NC=2C=1.C1CCC(N=C=NC2CCCCC2)CC1. The catalyst is C1COCC1. The product is [F:2][C:3]1[CH:8]=[CH:7][C:6]([NH:9][CH:10]([C:14]2[CH:15]=[CH:16][CH:17]=[CH:18][CH:19]=2)[C:11]([O:13][C@@H:22]2[CH:23]3[CH2:26][CH2:27][N:20]([CH2:25][CH2:24]3)[CH2:21]2)=[O:12])=[CH:5][CH:4]=1. The yield is 0.381. (3) The reactants are Cl.[F:2][CH:3]1[CH2:7][CH2:6][NH:5][CH2:4]1.[Cl:8][CH2:9][CH:10]=O. The catalyst is ClCCCl.CC(O)=O.[OH-].[Na+]. The product is [Cl:8][CH2:9][CH2:10][N:5]1[CH2:6][CH2:7][C@H:3]([F:2])[CH2:4]1. The yield is 0.330. (4) The reactants are F[C:2](F)(F)[C:3](O)=[O:4].[CH:8]1([CH2:14][CH2:15][N:16]2[C:20]3[N:21]=[C:22]([C:25]#[N:26])[N:23]=[CH:24][C:19]=3[CH:18]=[C:17]2[CH2:27][N:28]2[C:32](=[O:33])[C:31]3([CH2:38][CH2:37][NH:36][CH2:35][CH2:34]3)[N:30]([C:39]3[CH:44]=[CH:43][CH:42]=[CH:41][CH:40]=3)[CH2:29]2)[CH2:13][CH2:12][CH2:11][CH2:10][CH2:9]1.C(OC(=O)C)(=O)C. The product is [C:3]([N:36]1[CH2:37][CH2:38][C:31]2([N:30]([C:39]3[CH:44]=[CH:43][CH:42]=[CH:41][CH:40]=3)[CH2:29][N:28]([CH2:27][C:17]3[N:16]([CH2:15][CH2:14][CH:8]4[CH2:13][CH2:12][CH2:11][CH2:10][CH2:9]4)[C:20]4[N:21]=[C:22]([C:25]#[N:26])[N:23]=[CH:24][C:19]=4[CH:18]=3)[C:32]2=[O:33])[CH2:34][CH2:35]1)(=[O:4])[CH3:2]. The yield is 0.580. The catalyst is ClCCl.C(N(CC)CC)C. (5) The reactants are [F:1][C:2]([F:28])([F:27])[CH:3]([C:18]1[CH:23]=[C:22]([Cl:24])[C:21]([Cl:25])=[C:20]([Cl:26])[CH:19]=1)/[CH:4]=[CH:5]/[C:6]1[C:15]2[C:10](=[CH:11][CH:12]=[CH:13][CH:14]=2)[C:9]([CH2:16][NH2:17])=[CH:8][CH:7]=1.[CH2:29]([N:31]=[C:32]=[O:33])[CH3:30]. The catalyst is C(Cl)Cl. The product is [CH2:29]([NH:31][C:32]([NH:17][CH2:16][C:9]1[C:10]2[C:15](=[CH:14][CH:13]=[CH:12][CH:11]=2)[C:6](/[CH:5]=[CH:4]/[CH:3]([C:18]2[CH:19]=[C:20]([Cl:26])[C:21]([Cl:25])=[C:22]([Cl:24])[CH:23]=2)[C:2]([F:1])([F:27])[F:28])=[CH:7][CH:8]=1)=[O:33])[CH3:30]. The yield is 0.600.